Dataset: Forward reaction prediction with 1.9M reactions from USPTO patents (1976-2016). Task: Predict the product of the given reaction. (1) Given the reactants Br[C:2]1[CH2:6][CH2:5][CH2:4][C:3]=1[N:7]1[C:15]2[CH:14]=[CH:13][C:12]([CH3:16])=C[C:10]=2[C:9]2[CH2:17][N:18]([CH3:21])[CH2:19][CH2:20][C:8]1=2.[N:22]1[CH:27]=[CH:26][CH:25]=[C:24](B(O)O)[CH:23]=1.[C:31](=O)([O-])[O-].[K+].[K+].O, predict the reaction product. The product is: [CH3:21][N:18]1[CH2:19][CH2:20][C:8]2[N:7]([C:3]3[CH2:4][CH2:5][CH2:6][C:2]=3[C:24]3[CH:23]=[N:22][CH:27]=[CH:26][CH:25]=3)[C:15]3[CH:14]=[CH:13][C:12]([CH3:16])=[CH:31][C:10]=3[C:9]=2[CH2:17]1. (2) Given the reactants [CH:1]1([C:7](O)=[O:8])[CH2:6][CH2:5][CH2:4][CH2:3][CH2:2]1.[Cl:10][C:11]1[C:16]([CH2:17][N:18]2[CH2:23][CH2:22][NH:21][C@@H:20]([CH3:24])[CH2:19]2)=[CH:15][CH:14]=[CH:13][C:12]=1[NH:25][C:26](=[O:35])[C:27]1[CH:32]=[CH:31][CH:30]=[C:29]([C:33]#[N:34])[CH:28]=1.CN(C(ON1N=NC2C=CC=NC1=2)=[N+](C)C)C.F[P-](F)(F)(F)(F)F.CCN(C(C)C)C(C)C, predict the reaction product. The product is: [Cl:10][C:11]1[C:16]([CH2:17][N:18]2[CH2:23][CH2:22][N:21]([C:7]([CH:1]3[CH2:6][CH2:5][CH2:4][CH2:3][CH2:2]3)=[O:8])[C@@H:20]([CH3:24])[CH2:19]2)=[CH:15][CH:14]=[CH:13][C:12]=1[NH:25][C:26](=[O:35])[C:27]1[CH:32]=[CH:31][CH:30]=[C:29]([C:33]#[N:34])[CH:28]=1.